From a dataset of Reaction yield outcomes from USPTO patents with 853,638 reactions. Predict the reaction yield, written as a fraction of the theoretical maximum amount of product (1.0 means a 100% yield; for example, 0.34 means a 34% yield). (1) The reactants are [Si]([O:8][C:9]1[CH:26]=[CH:25][C:12]([CH2:13][CH:14]([C:22]([OH:24])=[O:23])[C:15]([CH2:20][CH3:21])(O)[C:16]([OH:18])=O)=[CH:11][CH:10]=1)(C(C)(C)C)(C)C.[C:27](OC(=O)C)(=[O:29])[CH3:28]. The catalyst is C1(C)C=CC=CC=1.C(OCC)(=O)C. The product is [C:27]([O:8][C:9]1[CH:10]=[CH:11][C:12]([CH2:13][C:14]2[C:22]([O:23][C:16](=[O:18])[C:15]=2[CH2:20][CH3:21])=[O:24])=[CH:25][CH:26]=1)(=[O:29])[CH3:28]. The yield is 0.790. (2) The reactants are [Cl:1][C:2]1[CH:3]=[C:4]([C@H:9]([N:22]2[C:30](=[O:31])[C:29]3[C:24](=[CH:25][CH:26]=[CH:27][CH:28]=3)[C:23]2=[O:32])[C@H:10]2[CH2:14][CH2:13][CH2:12][N:11]2[C:15](OC(C)(C)C)=O)[CH:5]=[CH:6][C:7]=1[Cl:8].C=O.[BH-](OC(C)=O)(OC(C)=O)OC(C)=O.[Na+]. The catalyst is ClCCCl. The product is [Cl:1][C:2]1[CH:3]=[C:4]([C@@H:9]([C@H:10]2[CH2:14][CH2:13][CH2:12][N:11]2[CH3:15])[N:22]2[C:23](=[O:32])[C:24]3[C:29](=[CH:28][CH:27]=[CH:26][CH:25]=3)[C:30]2=[O:31])[CH:5]=[CH:6][C:7]=1[Cl:8]. The yield is 0.793. (3) The product is [F:43][C:4]1[CH:3]=[C:2]([NH:1][C:54]([NH:65][C:66]2[CH:70]=[C:69]([CH3:71])[O:68][N:67]=2)=[O:56])[CH:42]=[CH:41][C:5]=1[O:6][C:7]1[CH:12]=[CH:11][N:10]=[C:9]2[CH:13]=[C:14]([C:16]3[CH:40]=[CH:39][C:19]([CH2:20][N:21]([CH2:29][CH2:30][O:31][CH2:32][CH2:33][O:34][CH2:35][CH2:36][O:37][CH3:38])[C:22](=[O:28])[O:23][C:24]([CH3:27])([CH3:25])[CH3:26])=[CH:18][CH:17]=3)[S:15][C:8]=12. The yield is 0.0400. The catalyst is O1CCCC1. The reactants are [NH2:1][C:2]1[CH:42]=[CH:41][C:5]([O:6][C:7]2[CH:12]=[CH:11][N:10]=[C:9]3[CH:13]=[C:14]([C:16]4[CH:40]=[CH:39][C:19]([CH2:20][N:21]([CH2:29][CH2:30][O:31][CH2:32][CH2:33][O:34][CH2:35][CH2:36][O:37][CH3:38])[C:22](=[O:28])[O:23][C:24]([CH3:27])([CH3:26])[CH3:25])=[CH:18][CH:17]=4)[S:15][C:8]=23)=[C:4]([F:43])[CH:3]=1.CCN(C(C)C)C(C)C.Cl[C:54](Cl)([O:56]C(=O)OC(Cl)(Cl)Cl)Cl.[NH2:65][C:66]1[CH:70]=[C:69]([CH3:71])[O:68][N:67]=1. (4) The reactants are [CH2:1]([OH:8])[CH2:2][CH2:3][CH2:4][CH2:5][CH2:6]O.[C:9]1([CH3:15])C=CC=CC=1.[BrH:16]. The yield is 0.840. The product is [Br:16][CH2:9][CH2:15][CH2:6][CH2:5][CH2:4][CH2:3][CH2:2][CH2:1][OH:8]. The catalyst is C(OCC)C. (5) The reactants are [CH2:1]([N:8]1[CH:13]=[CH:12][CH:11]=[C:10]([C:14]([O:16]C)=[O:15])[C:9]1=[O:18])[C:2]1[CH:7]=[CH:6][CH:5]=[CH:4][CH:3]=1.[OH-].[Na+]. The catalyst is CO. The product is [CH2:1]([N:8]1[CH:13]=[CH:12][CH:11]=[C:10]([C:14]([OH:16])=[O:15])[C:9]1=[O:18])[C:2]1[CH:3]=[CH:4][CH:5]=[CH:6][CH:7]=1. The yield is 0.700. (6) The reactants are [N:1]1[CH:6]=[CH:5][CH:4]=[CH:3][C:2]=1[N:7]1[CH2:12][CH2:11][NH:10][CH2:9][CH2:8]1.[F:13][C:14]1[CH:19]=[C:18]([F:20])[CH:17]=[CH:16][C:15]=1[NH:21][C:22](=[O:25])[CH2:23]Cl.C(=O)([O-])[O-].[Na+].[Na+]. The catalyst is CN(C)C=O.O. The product is [F:13][C:14]1[CH:19]=[C:18]([F:20])[CH:17]=[CH:16][C:15]=1[NH:21][C:22](=[O:25])[CH2:23][N:10]1[CH2:9][CH2:8][N:7]([C:2]2[CH:3]=[CH:4][CH:5]=[CH:6][N:1]=2)[CH2:12][CH2:11]1. The yield is 0.748. (7) The reactants are Cl[C:2]1[C:11]2[C:6](=[CH:7][C:8]([O:20][CH3:21])=[CH:9][C:10]=2[O:12][CH:13]2[CH2:18][CH2:17][N:16]([CH3:19])[CH2:15][CH2:14]2)[N:5]=[CH:4][N:3]=1.[CH3:22][C:23]1[CH:24]=[C:25]([CH:27]=[CH:28][C:29]=1[O:30][CH2:31][C:32]1[CH:37]=[CH:36][CH:35]=[CH:34][N:33]=1)[NH2:26]. No catalyst specified. The product is [CH3:21][O:20][C:8]1[CH:7]=[C:6]2[C:11]([C:2]([NH:26][C:25]3[CH:27]=[CH:28][C:29]([O:30][CH2:31][C:32]4[CH:37]=[CH:36][CH:35]=[CH:34][N:33]=4)=[C:23]([CH3:22])[CH:24]=3)=[N:3][CH:4]=[N:5]2)=[C:10]([O:12][CH:13]2[CH2:18][CH2:17][N:16]([CH3:19])[CH2:15][CH2:14]2)[CH:9]=1. The yield is 0.180.